This data is from Drug-target binding data from BindingDB using Ki measurements. The task is: Regression. Given a target protein amino acid sequence and a drug SMILES string, predict the binding affinity score between them. We predict pKi (pKi = -log10(Ki in M); higher means stronger inhibition). Dataset: bindingdb_ki. The compound is C[C@]12CC[C@@H]3c4cccc(F)c4CC[C@H]3[C@@H]1CCC2=O. The target protein sequence is MNSSKSAYLDYFGRIHGILLYKKFIEYWNDVETFEARPDDLVIVTYPKSGTTWVSEIVYMIYTEGDVEKCKEDTIFNRIPYLECRTENVMNGVKQLKQMASPRIVKSHLPPELLPVSFWEKNCKIIYVCRNAKDVVVSYYYFFLMVTANPDPGSFQDFVEKFMDGEVPYGSWYKHTKSWWEKRTNPQVLFIFYEDMKENIRKEVMRLIEFLGRKASDELVDKIIKHTSFQEMKNNPSTNYTTLPDEVMNQKVSAFMRKGIAGDWKNYFTVALNEKFDIHYEQQMKGSTLKLRTEI. The pKi is 4.8.